The task is: Predict the reaction yield, written as a fraction of the theoretical maximum amount of product (1.0 means a 100% yield; for example, 0.34 means a 34% yield).. This data is from Reaction yield outcomes from USPTO patents with 853,638 reactions. (1) The reactants are [CH3:1][C:2]1[O:6][N:5]=[C:4]([NH2:7])[CH:3]=1.[CH:8]1([CH2:12][N:13]([CH2:26][CH3:27])[C:14]2[C:23]([CH:24]=O)=[CH:22][C:21]3[C:16](=[CH:17][CH:18]=[CH:19][CH:20]=3)[N:15]=2)[CH2:11][CH2:10][CH2:9]1.C([BH3-])#N.[Na+]. The catalyst is CO.C(O)(=O)C. The product is [CH:8]1([CH2:12][N:13]([CH2:26][CH3:27])[C:14]2[C:23]([CH2:24][NH:7][C:4]3[CH:3]=[C:2]([CH3:1])[O:6][N:5]=3)=[CH:22][C:21]3[C:16](=[CH:17][CH:18]=[CH:19][CH:20]=3)[N:15]=2)[CH2:9][CH2:10][CH2:11]1. The yield is 0.430. (2) The reactants are [CH:1]1([CH2:6][CH:7]([N:11]2[C:19]3[C:14](=[CH:15][CH:16]=[C:17]([F:20])[CH:18]=3)[C:13](=O)[C:12]2=[O:22])[C:8]([OH:10])=[O:9])[CH2:5][CH2:4][CH2:3][CH2:2]1.O.NN. No catalyst specified. The product is [CH:1]1([CH2:6][CH:7]([N:11]2[C:19]3[C:14](=[CH:15][CH:16]=[C:17]([F:20])[CH:18]=3)[CH2:13][C:12]2=[O:22])[C:8]([OH:10])=[O:9])[CH2:5][CH2:4][CH2:3][CH2:2]1. The yield is 0.520. (3) The reactants are [C:1]([C:3]1[CH:8]=[CH:7][CH:6]=[CH:5][C:4]=1[CH2:9][OH:10])#[CH:2].[Br:11][C:12]1[CH:17]=[CH:16][CH:15]=[C:14](Br)[C:13]=1[CH3:19]. The catalyst is C1COCC1.[Cu]I.Cl[Pd](Cl)([P](C1C=CC=CC=1)(C1C=CC=CC=1)C1C=CC=CC=1)[P](C1C=CC=CC=1)(C1C=CC=CC=1)C1C=CC=CC=1. The product is [Br:11][C:12]1[C:13]([CH3:19])=[C:14]([C:2]#[C:1][C:3]2[CH:8]=[CH:7][CH:6]=[CH:5][C:4]=2[CH2:9][OH:10])[CH:15]=[CH:16][CH:17]=1. The yield is 0.570. (4) The reactants are [CH:1]1([C:4]2[C:5]([N:24]([CH2:29][CH2:30][CH:31]([CH3:33])[CH3:32])[S:25]([CH3:28])(=[O:27])=[O:26])=[CH:6][C:7]3[O:11][C:10]([C:12]4[CH:17]=[CH:16][C:15]([F:18])=[CH:14][CH:13]=4)=[C:9]([C:19](=[N:21][OH:22])[NH2:20])[C:8]=3[CH:23]=2)[CH2:3][CH2:2]1.[C:34](N1C=CN=C1)(N1C=CN=C1)=[O:35].N12CCCN=C1CCCCC2. The catalyst is O1CCOCC1. The product is [CH:1]1([C:4]2[C:5]([N:24]([CH2:29][CH2:30][CH:31]([CH3:33])[CH3:32])[S:25]([CH3:28])(=[O:27])=[O:26])=[CH:6][C:7]3[O:11][C:10]([C:12]4[CH:13]=[CH:14][C:15]([F:18])=[CH:16][CH:17]=4)=[C:9]([C:19]4[NH:20][C:34](=[O:35])[O:22][N:21]=4)[C:8]=3[CH:23]=2)[CH2:2][CH2:3]1. The yield is 0.600. (5) The reactants are [F:1][C:2]1[CH:3]=[C:4]([N:9]2[CH2:13][CH:12]([CH2:14][NH:15][C:16](=[O:18])[CH3:17])[O:11][C:10]2=[O:19])[CH:5]=[CH:6][C:7]=1I.[CH3:20][C:21]1([CH3:28])[C:25]([CH3:27])([CH3:26])[O:24][BH:23][O:22]1.C(N(CC)CC)C. The catalyst is O1CCOCC1.[Pd+2].ClC1C=C[C-](P(C2C=CC=CC=2)C2C=CC=CC=2)C=1Cl.[C-]1(P(C2C=CC=CC=2)C2C=CC=CC=2)C=CC=C1.[Fe+2]. The product is [F:1][C:2]1[CH:3]=[C:4]([N:9]2[CH2:13][CH:12]([CH2:14][NH:15][C:16](=[O:18])[CH3:17])[O:11][C:10]2=[O:19])[CH:5]=[CH:6][C:7]=1[B:23]1[O:24][C:25]([CH3:27])([CH3:26])[C:21]([CH3:28])([CH3:20])[O:22]1. The yield is 0.940.